Dataset: Forward reaction prediction with 1.9M reactions from USPTO patents (1976-2016). Task: Predict the product of the given reaction. (1) Given the reactants CC1C=CC=C(C)C=1[NH:9]C(=O)CN1CCN(CC(O)COC2CC3C(=CC=CC=3)C2)CC1.[CH:38]([O:40][CH2:37][CH:38]1[O:40][CH2:39]1)([CH3:39])[CH3:37].O1CC1CO[CH:46]1CC2[C:48](=[CH:49][CH:50]=[CH:51][CH:52]=2)[CH2:47]1, predict the reaction product. The product is: [CH3:46][C:47]1[CH:48]=[CH:49][CH:50]=[C:51]([CH3:52])[C:37]=1[CH2:38][C:39]([NH2:9])=[O:40]. (2) Given the reactants [CH:1]1([N:4]([CH:20]2[CH2:25][CH2:24][NH:23][CH2:22][CH2:21]2)[C:5](=[O:19])[C:6]2[CH:11]=[CH:10][C:9]([C@@:12]([OH:18])([CH3:17])[C:13]([F:16])([F:15])[F:14])=[CH:8][CH:7]=2)[CH2:3][CH2:2]1.[C:26](#[N:29])[CH:27]=[CH2:28].CCOC(C)=O, predict the reaction product. The product is: [C:26]([CH2:27][CH2:28][N:23]1[CH2:22][CH2:21][CH:20]([N:4]([CH:1]2[CH2:2][CH2:3]2)[C:5](=[O:19])[C:6]2[CH:11]=[CH:10][C:9]([C@@:12]([OH:18])([CH3:17])[C:13]([F:16])([F:15])[F:14])=[CH:8][CH:7]=2)[CH2:25][CH2:24]1)#[N:29]. (3) Given the reactants [NH2:1][C:2]1[N:7]=[C:6]([CH3:8])[C:5]([CH2:9][CH2:10][CH2:11][NH:12][CH2:13][C:14]2[CH:15]=[C:16]([CH2:20][C:21]([O:23][CH3:24])=[O:22])[CH:17]=[CH:18][CH:19]=2)=[C:4]([NH:25][CH2:26][CH2:27][CH2:28][CH2:29][CH3:30])[N:3]=1.[CH3:31][S:32](Cl)(=[O:34])=[O:33], predict the reaction product. The product is: [NH2:1][C:2]1[N:7]=[C:6]([CH3:8])[C:5]([CH2:9][CH2:10][CH2:11][N:12]([CH2:13][C:14]2[CH:15]=[C:16]([CH2:20][C:21]([O:23][CH3:24])=[O:22])[CH:17]=[CH:18][CH:19]=2)[S:32]([CH3:31])(=[O:34])=[O:33])=[C:4]([NH:25][CH2:26][CH2:27][CH2:28][CH2:29][CH3:30])[N:3]=1. (4) Given the reactants [NH2:1][C:2]1[N:3]=[CH:4][C:5]([C:8]2[CH:13]=[CH:12][C:11]([C:14]3[C:15]([S:20]([NH:23]C(C)(C)C)(=[O:22])=[O:21])=[CH:16][CH:17]=[CH:18][CH:19]=3)=[CH:10][C:9]=2[F:28])=[N:6][CH:7]=1.C1(OC)C=CC=CC=1.C(O)(C(F)(F)F)=O, predict the reaction product. The product is: [NH2:1][C:2]1[N:3]=[CH:4][C:5]([C:8]2[CH:13]=[CH:12][C:11]([C:14]3[C:15]([S:20]([NH2:23])(=[O:22])=[O:21])=[CH:16][CH:17]=[CH:18][CH:19]=3)=[CH:10][C:9]=2[F:28])=[N:6][CH:7]=1. (5) Given the reactants [C:1]([C:5]1[CH:9]=[C:8]([C:10](OCC)=[O:11])[N:7]([NH2:15])[CH:6]=1)([CH3:4])([CH3:3])[CH3:2].C(O)(=O)C.[CH:20](N)=[NH:21].C(OCCO)C.C(Cl)(Cl)Cl, predict the reaction product. The product is: [C:1]([C:5]1[CH:9]=[C:8]2[N:7]([CH:6]=1)[N:15]=[CH:20][N:21]=[C:10]2[OH:11])([CH3:4])([CH3:3])[CH3:2]. (6) Given the reactants Br[CH2:2][CH2:3][CH2:4][O:5][CH:6]([C:9]1[CH:10]=[N:11][C:12]([CH3:15])=[N:13][CH:14]=1)[C:7]#[N:8].C[Si]([N-][Si](C)(C)C)(C)C.[Li+].[NH4+].[Cl-].O, predict the reaction product. The product is: [CH3:15][C:12]1[N:11]=[CH:10][C:9]([C:6]2([C:7]#[N:8])[CH2:2][CH2:3][CH2:4][O:5]2)=[CH:14][N:13]=1.